From a dataset of Forward reaction prediction with 1.9M reactions from USPTO patents (1976-2016). Predict the product of the given reaction. Given the reactants [C:1]([O:4][C:5]1([C:18]([OH:20])=O)[CH2:10][CH2:9][N:8]([CH2:11][C:12]2[CH:17]=[CH:16][CH:15]=[CH:14][CH:13]=2)[CH2:7][CH2:6]1)(=[O:3])[CH3:2].CCN(CC)CC.CCN(C(C)C)C(C)C.[CH3:37][NH:38][C:39]1[CH:44]=[CH:43][C:42]([O:45][C:46]([F:49])([F:48])[F:47])=[CH:41][CH:40]=1.OS([O-])(=O)=O.[K+], predict the reaction product. The product is: [CH2:11]([N:8]1[CH2:7][CH2:6][C:5]([O:4][C:1](=[O:3])[CH3:2])([C:18](=[O:20])[N:38]([CH3:37])[C:39]2[CH:44]=[CH:43][C:42]([O:45][C:46]([F:47])([F:48])[F:49])=[CH:41][CH:40]=2)[CH2:10][CH2:9]1)[C:12]1[CH:13]=[CH:14][CH:15]=[CH:16][CH:17]=1.